Dataset: Reaction yield outcomes from USPTO patents with 853,638 reactions. Task: Predict the reaction yield, written as a fraction of the theoretical maximum amount of product (1.0 means a 100% yield; for example, 0.34 means a 34% yield). (1) The reactants are [CH2:1]([O:5][C:6]1[CH:11]=[C:10](/[CH:12]=[CH:13]/[C:14]([O:16][CH3:17])=[O:15])[CH:9]=[CH:8][C:7]=1[C:18]1[CH:23]=[CH:22][CH:21]=[C:20]([NH:24][CH3:25])[CH:19]=1)[CH2:2][CH2:3][CH3:4]. The catalyst is CO.[Pd]. The product is [CH2:1]([O:5][C:6]1[CH:11]=[C:10]([CH2:12][CH2:13][C:14]([O:16][CH3:17])=[O:15])[CH:9]=[CH:8][C:7]=1[C:18]1[CH:23]=[CH:22][CH:21]=[C:20]([NH:24][CH3:25])[CH:19]=1)[CH2:2][CH2:3][CH3:4]. The yield is 0.930. (2) The reactants are Cl.[C:2]1([C:8]2[C:19]([CH2:20][CH2:21][NH2:22])=[C:11]3[C:12]4[CH2:18][CH2:17][O:16][C:13]=4[CH:14]=[CH:15][N:10]3[N:9]=2)[CH:7]=[CH:6][CH:5]=[CH:4][CH:3]=1.C(N(CC)CC)C.[C:30](O[C:30](=[O:33])[CH2:31][CH3:32])(=[O:33])[CH2:31][CH3:32].C(=O)([O-])O.[Na+]. The catalyst is O1CCCC1. The product is [C:2]1([C:8]2[C:19]([CH2:20][CH2:21][NH:22][C:30](=[O:33])[CH2:31][CH3:32])=[C:11]3[C:12]4[CH2:18][CH2:17][O:16][C:13]=4[CH:14]=[CH:15][N:10]3[N:9]=2)[CH:3]=[CH:4][CH:5]=[CH:6][CH:7]=1. The yield is 0.570. (3) The reactants are [Br:1][C:2]1[CH:10]=[CH:9][C:5]([C:6]([OH:8])=[O:7])=[C:4]([CH3:11])[CH:3]=1.S(Cl)(Cl)=O.[CH3:16]O. No catalyst specified. The yield is 0.936. The product is [CH3:16][O:7][C:6](=[O:8])[C:5]1[CH:9]=[CH:10][C:2]([Br:1])=[CH:3][C:4]=1[CH3:11]. (4) The product is [Cl:31][C:30]1[C:29]([O:32][CH3:33])=[CH:28][C:27]([O:34][CH3:35])=[C:26]([Cl:36])[C:25]=1[C:20]1[C:19](=[O:37])[N:18]([CH3:38])[C:17]2[N:16]=[C:15]([NH:11][C:3]3[C:4]([N+:8]([O-:10])=[O:9])=[CH:5][CH:6]=[CH:7][C:2]=3[CH3:1])[N:24]=[CH:23][C:22]=2[N:21]=1. The catalyst is CN(C)C=O. The reactants are [CH3:1][C:2]1[CH:7]=[CH:6][CH:5]=[C:4]([N+:8]([O-:10])=[O:9])[C:3]=1[NH2:11].[H-].[Na+].Cl[C:15]1[N:24]=[CH:23][C:22]2[N:21]=[C:20]([C:25]3[C:30]([Cl:31])=[C:29]([O:32][CH3:33])[CH:28]=[C:27]([O:34][CH3:35])[C:26]=3[Cl:36])[C:19](=[O:37])[N:18]([CH3:38])[C:17]=2[N:16]=1. The yield is 0.750. (5) The reactants are [F:1][CH:2]1[C:6](=O)[N:5]([C@@H:8]([C:10]2[CH:15]=[CH:14][CH:13]=[CH:12][CH:11]=2)[CH3:9])[CH2:4][C@@:3]1([CH3:23])[C:16]([O:18][C:19]([CH3:22])([CH3:21])[CH3:20])=[O:17].B. The catalyst is O1CCCC1. The product is [F:1][CH:2]1[CH2:6][N:5]([C@@H:8]([C:10]2[CH:11]=[CH:12][CH:13]=[CH:14][CH:15]=2)[CH3:9])[CH2:4][C@@:3]1([CH3:23])[C:16]([O:18][C:19]([CH3:22])([CH3:21])[CH3:20])=[O:17]. The yield is 0.870.